From a dataset of Forward reaction prediction with 1.9M reactions from USPTO patents (1976-2016). Predict the product of the given reaction. (1) Given the reactants [Cl:1][C:2]1[CH:3]=[N:4][CH:5]=[C:6]([Cl:20])[C:7]=1[S:8][C:9]1[S:13][C:12]([C:14](Cl)=[O:15])=[CH:11][C:10]=1[N+:17]([O-:19])=[O:18].[NH2:21][CH2:22][CH2:23][C:24]1[CH:25]=[N:26][CH:27]=[CH:28][CH:29]=1, predict the reaction product. The product is: [Cl:1][C:2]1[CH:3]=[N:4][CH:5]=[C:6]([Cl:20])[C:7]=1[S:8][C:9]1[S:13][C:12]([C:14]([NH:21][CH2:22][CH2:23][C:24]2[CH:25]=[N:26][CH:27]=[CH:28][CH:29]=2)=[O:15])=[CH:11][C:10]=1[N+:17]([O-:19])=[O:18]. (2) The product is: [N+:17]([C:20]1[CH:21]=[CH:22][C:23]([C:24]([O:5][CH2:4][CH2:3][C:2]([CH3:9])([CH3:1])[CH2:6][CH:7]=[CH2:8])=[O:25])=[CH:27][CH:28]=1)([O-:19])=[O:18]. Given the reactants [CH3:1][C:2]([CH3:9])([CH2:6][CH:7]=[CH2:8])[CH2:3][CH2:4][OH:5].C(N(CC)CC)C.[N+:17]([C:20]1[CH:28]=[CH:27][C:23]([C:24](Cl)=[O:25])=[CH:22][CH:21]=1)([O-:19])=[O:18].O, predict the reaction product. (3) The product is: [S:8]1[CH:9]=[CH:10][C:6]2[CH:5]=[CH:4][C:3]([CH2:1][CH2:2][OH:24])=[CH:11][C:7]1=2. Given the reactants [CH:1]([C:3]1[CH:4]=[CH:5][C:6]2[CH:10]=[CH:9][S:8][C:7]=2[CH:11]=1)=[CH2:2].C12BC(CCC1)CCC2.C1C[O:24]CC1, predict the reaction product. (4) Given the reactants FC1C=CC(C2C(C(N(C)C(=O)OC(C)(C)C)=O)=[C:15]3[N:10]([N:11]=[CH:12][C:13]([C:28]4[CH:33]=[C:32]([C:34](=[O:45])[NH:35][C:36]5([C:39]6[CH:44]=[CH:43][CH:42]=[CH:41][CH:40]=6)[CH2:38][CH2:37]5)[CH:31]=[CH:30][C:29]=4[CH3:46])=[CH:14]3)[N:9]=2)=CC=1.FC1C=CC(C2C(C(N(C)C(=O)OC(C)(C)C)=O)=C3N(N=CC=C3C3C=C(C(=O)NC4(C5C=CC=CC=5)CC4)C=CC=3C)N=2)=CC=1.CC1C=CC(C(NC2(C3C=CC=CC=3)CC2)=O)=CC=1C1C=CN=NC=1.[C:118]1([CH3:131])[CH:123]=[C:122]([CH3:124])[CH:121]=[C:120]([CH3:125])[C:119]=1[S:126]([O:129]N)(=[O:128])=[O:127], predict the reaction product. The product is: [CH3:125][C:120]1[CH:121]=[C:122]([CH3:124])[CH:123]=[C:118]([CH3:131])[C:119]=1[S:126]([O-:129])(=[O:128])=[O:127].[NH2:9][N+:10]1[CH:15]=[CH:14][C:13]([C:28]2[CH:33]=[C:32]([C:34](=[O:45])[NH:35][C:36]3([C:39]4[CH:40]=[CH:41][CH:42]=[CH:43][CH:44]=4)[CH2:37][CH2:38]3)[CH:31]=[CH:30][C:29]=2[CH3:46])=[CH:12][N:11]=1. (5) Given the reactants [NH2:1][C:2]1[CH:9]=[CH:8][CH:7]=[C:6]([O:10][CH2:11][CH2:12][CH2:13][CH2:14][S:15][CH3:16])[C:3]=1[C:4]#[N:5].[S:17](Cl)(=[O:20])(=[O:19])[NH2:18], predict the reaction product. The product is: [S:17]([NH:1][C:2]1[CH:9]=[CH:8][CH:7]=[C:6]([O:10][CH2:11][CH2:12][CH2:13][CH2:14][S:15][CH3:16])[C:3]=1[C:4]#[N:5])(=[O:20])(=[O:19])[NH2:18]. (6) Given the reactants [CH3:1][O:2][C:3]([C:5]1[CH:31]=[CH:30][C:8]2[N:9]=[C:10]([NH:12][CH:13]3[CH2:18][CH2:17][N:16](CC4C=CC(O)=C(OCC)C=4)[CH2:15][CH2:14]3)[O:11][C:7]=2[CH:6]=1)=[O:4].[CH2:32]([O:34][C:35]1[CH:40]=[C:39]([CH:41]=O)[CH:38]=[C:37]([O:43][CH2:44][CH3:45])[C:36]=1[C:46]1[CH:51]=[CH:50][C:49]([F:52])=[CH:48][CH:47]=1)[CH3:33].C([BH3-])#N.[Na+].C(N(C(C)C)C(C)C)C, predict the reaction product. The product is: [CH3:1][O:2][C:3]([C:5]1[CH:31]=[CH:30][C:8]2[N:9]=[C:10]([NH:12][CH:13]3[CH2:18][CH2:17][N:16]([CH2:41][C:39]4[CH:40]=[C:35]([O:34][CH2:32][CH3:33])[C:36]([C:46]5[CH:51]=[CH:50][C:49]([F:52])=[CH:48][CH:47]=5)=[C:37]([O:43][CH2:44][CH3:45])[CH:38]=4)[CH2:15][CH2:14]3)[O:11][C:7]=2[CH:6]=1)=[O:4]. (7) Given the reactants I[C:2]1[C:10]([Cl:11])=[CH:9][C:5]([C:6]([OH:8])=[O:7])=[C:4]([O:12][CH3:13])[CH:3]=1.[Cl:14][C:15]1[CH:20]=[CH:19][CH:18]=[CH:17][C:16]=1B(O)O.C(=O)([O-])[O-].[K+].[K+].Cl, predict the reaction product. The product is: [Cl:11][C:10]1[CH:9]=[C:5]([C:6]([OH:8])=[O:7])[C:4]([O:12][CH3:13])=[CH:3][C:2]=1[C:16]1[CH:17]=[CH:18][CH:19]=[CH:20][C:15]=1[Cl:14].